Task: Predict the reactants needed to synthesize the given product.. Dataset: Full USPTO retrosynthesis dataset with 1.9M reactions from patents (1976-2016) (1) Given the product [Cl:10][C:11]1[N:16]=[CH:15][C:14]([S:17]([N:7]2[CH2:8][CH2:9][N:4]([CH:1]([CH3:3])[CH3:2])[CH2:5][CH2:6]2)(=[O:19])=[O:18])=[CH:13][CH:12]=1, predict the reactants needed to synthesize it. The reactants are: [CH:1]([N:4]1[CH2:9][CH2:8][NH:7][CH2:6][CH2:5]1)([CH3:3])[CH3:2].[Cl:10][C:11]1[N:16]=[CH:15][C:14]([S:17](Cl)(=[O:19])=[O:18])=[CH:13][CH:12]=1. (2) Given the product [CH2:4]([O:6][C:7]([C:8]1[CH:9]=[C:10]([C:12]2[CH:17]=[C:16]([C:18]([CH3:21])([CH3:20])[CH3:19])[C:15]([O:22][CH2:23][C:24]3[CH:29]=[CH:28][CH:27]=[CH:26][CH:25]=3)=[CH:14][C:13]=2[O:30][CH2:31][C:32]2[CH:37]=[CH:36][CH:35]=[CH:34][CH:33]=2)[O:11][N:2]=1)=[O:39])[CH3:5], predict the reactants needed to synthesize it. The reactants are: Cl.[NH2:2]O.[CH2:4]([O:6][C:7](=[O:39])[C:8](O)=[CH:9][C:10]([C:12]1[CH:17]=[C:16]([C:18]([CH3:21])([CH3:20])[CH3:19])[C:15]([O:22][CH2:23][C:24]2[CH:29]=[CH:28][CH:27]=[CH:26][CH:25]=2)=[CH:14][C:13]=1[O:30][CH2:31][C:32]1[CH:37]=[CH:36][CH:35]=[CH:34][CH:33]=1)=[O:11])[CH3:5].O. (3) Given the product [Cl:2][C:3]1[N:8]=[C:7]([Cl:9])[C:6]([C:10]([NH2:1])=[O:11])=[CH:5][N:4]=1, predict the reactants needed to synthesize it. The reactants are: [NH3:1].[Cl:2][C:3]1[N:8]=[C:7]([Cl:9])[C:6]([C:10](Cl)=[O:11])=[CH:5][N:4]=1.C(OCC)C. (4) Given the product [NH2:1][C:2]1[C:10]([CH3:11])=[CH:9][CH:8]=[CH:7][C:3]=1[C:4]([NH2:18])=[O:5], predict the reactants needed to synthesize it. The reactants are: [NH2:1][C:2]1[C:10]([CH3:11])=[CH:9][CH:8]=[CH:7][C:3]=1[C:4](O)=[O:5].C1C=CC2N(O)N=[N:18]C=2C=1.CCN(C(C)C)C(C)C.N.CO. (5) Given the product [CH2:1]([N:3]1[C:11]2[C:6](=[CH:7][C:8]([C:12]3[NH:20][C:21]4[N:25]([N:24]=[C:23]([CH3:26])[C:22]=4[C:27]([O:29][CH2:30][CH3:31])=[O:28])[C:14](=[O:16])[CH:13]=3)=[CH:9][CH:10]=2)[CH:5]=[N:4]1)[CH3:2], predict the reactants needed to synthesize it. The reactants are: [CH2:1]([N:3]1[C:11]2[C:6](=[CH:7][C:8]([C:12](=O)[CH2:13][C:14]([O:16]CC)=O)=[CH:9][CH:10]=2)[CH:5]=[N:4]1)[CH3:2].[NH2:20][C:21]1[NH:25][N:24]=[C:23]([CH3:26])[C:22]=1[C:27]([O:29][CH2:30][CH3:31])=[O:28].CC1C=CC(S(O)(=O)=O)=CC=1. (6) Given the product [OH:44][CH2:43][CH2:42][NH:41][C:8](=[O:40])[NH:9][C:10]1[CH:15]=[C:14]([O:16][C:17]2[CH:22]=[CH:21][C:20]([NH:23][C:24]([C:26]3[C:27](=[O:39])[N:28]([C:33]4[CH:34]=[CH:35][CH:36]=[CH:37][CH:38]=4)[N:29]([CH3:32])[C:30]=3[CH3:31])=[O:25])=[N:19][CH:18]=2)[CH:13]=[CH:12][N:11]=1, predict the reactants needed to synthesize it. The reactants are: C1(O[C:8](=[O:40])[NH:9][C:10]2[CH:15]=[C:14]([O:16][C:17]3[CH:18]=[N:19][C:20]([NH:23][C:24]([C:26]4[C:27](=[O:39])[N:28]([C:33]5[CH:38]=[CH:37][CH:36]=[CH:35][CH:34]=5)[N:29]([CH3:32])[C:30]=4[CH3:31])=[O:25])=[CH:21][CH:22]=3)[CH:13]=[CH:12][N:11]=2)C=CC=CC=1.[NH2:41][CH2:42][CH2:43][OH:44].